From a dataset of Forward reaction prediction with 1.9M reactions from USPTO patents (1976-2016). Predict the product of the given reaction. Given the reactants [C:1]12([CH2:11][O:12][C:13]3[C:28]([CH:29]4[CH2:31][CH2:30]4)=[CH:27][C:16]([C:17]([NH:19][S:20]([CH2:23][CH2:24][O:25]C)(=[O:22])=[O:21])=[O:18])=[C:15]([F:32])[CH:14]=3)CC3C[CH:7]([CH2:9][CH:3](C3)[CH2:2]1)[CH2:8]2.C1(COC2C(C3CC3)=CC(C(NS(CCOC)(=O)=O)=O)=C(F)C=2)CCCCC1, predict the reaction product. The product is: [CH:1]1([CH2:11][O:12][C:13]2[C:28]([CH:29]3[CH2:30][CH2:31]3)=[CH:27][C:16]([C:17]([NH:19][S:20]([CH2:23][CH2:24][OH:25])(=[O:21])=[O:22])=[O:18])=[C:15]([F:32])[CH:14]=2)[CH2:2][CH2:3][CH2:9][CH2:7][CH2:8]1.